The task is: Predict the reaction yield, written as a fraction of the theoretical maximum amount of product (1.0 means a 100% yield; for example, 0.34 means a 34% yield).. This data is from Reaction yield outcomes from USPTO patents with 853,638 reactions. (1) The reactants are [Br:1][C:2]1[CH:3]=[C:4]([S:8](Cl)(=[O:10])=[O:9])[CH:5]=[CH:6][CH:7]=1.[CH2:12]([CH2:14][NH2:15])[OH:13]. No catalyst specified. The product is [Br:1][C:2]1[CH:3]=[C:4]([S:8]([NH:15][CH2:14][CH2:12][OH:13])(=[O:10])=[O:9])[CH:5]=[CH:6][CH:7]=1. The yield is 0.990. (2) The reactants are [F:1][CH:2]([F:13])[O:3][C:4]1[CH:5]=[C:6]([S:10]([O-:12])=[O:11])[CH:7]=[CH:8][CH:9]=1.[Na+].Br[C:16]1[CH:24]=[CH:23][C:22]2[N:21]([CH3:25])[C:20]3[CH2:26][CH:27]4[NH:31][CH:30]([C:19]=3[C:18]=2[C:17]=1[C:32]([O:34][C:35]([CH3:38])([CH3:37])[CH3:36])=[O:33])[CH2:29][CH2:28]4. No catalyst specified. The product is [F:13][CH:2]([F:1])[O:3][C:4]1[CH:5]=[C:6]([S:10]([C:16]2[CH:24]=[CH:23][C:22]3[N:21]([CH3:25])[C:20]4[CH2:26][CH:27]5[NH:31][CH:30]([C:19]=4[C:18]=3[C:17]=2[C:32]([O:34][C:35]([CH3:38])([CH3:37])[CH3:36])=[O:33])[CH2:29][CH2:28]5)(=[O:12])=[O:11])[CH:7]=[CH:8][CH:9]=1. The yield is 0.430. (3) The reactants are [NH2:1][C:2]1[CH:3]=[CH:4][C:5]([CH3:9])=[C:6]([OH:8])[CH:7]=1.[N:10]1[CH:15]=[CH:14][CH:13]=[C:12]([CH:16]=O)[CH:11]=1.C(O[BH-](OC(=O)C)OC(=O)C)(=O)C.[Na+]. The catalyst is CC(O)=O.C(Cl)CCl. The product is [CH3:9][C:5]1[CH:4]=[CH:3][C:2]([NH:1][CH2:16][C:12]2[CH:11]=[N:10][CH:15]=[CH:14][CH:13]=2)=[CH:7][C:6]=1[OH:8]. The yield is 0.840. (4) The reactants are C(NC1N=C(NCCC)N=C(Cl)N=1)C#CC.Cl.CONC.[CH3:22][O:23][N:24]([CH3:39])[C:25]1[N:30]=[C:29]([NH:31][CH2:32][CH2:33][CH3:34])[N:28]=[C:27]([NH:35][CH2:36][C:37]#[CH:38])[N:26]=1. No catalyst specified. The product is [CH3:22][O:23][N:24]([CH3:39])[C:25]1[N:26]=[C:27]([NH:35][CH2:36][CH2:37][CH3:38])[N:28]=[C:29]([NH:31][C:32]#[C:33][CH3:34])[N:30]=1. The yield is 0.960. (5) The reactants are [CH2:1]([N:8]1[C:16]2[C:15](=O)[NH:14][C:13](=[O:18])[N:12]([CH2:19][CH2:20][CH2:21][CH2:22][CH3:23])[C:11]=2[N:10]=[CH:9]1)[C:2]1[CH:7]=[CH:6][CH:5]=[CH:4][CH:3]=1.P12(SP3(SP(SP(S3)(S1)=S)(=S)S2)=S)=[S:25].[OH-].[Na+].Cl. The catalyst is O1CCOCC1.O. The product is [CH2:1]([N:8]1[C:16]2[C:15](=[S:25])[NH:14][C:13](=[O:18])[N:12]([CH2:19][CH2:20][CH2:21][CH2:22][CH3:23])[C:11]=2[N:10]=[CH:9]1)[C:2]1[CH:7]=[CH:6][CH:5]=[CH:4][CH:3]=1. The yield is 0.618.